Dataset: Peptide-MHC class I binding affinity with 185,985 pairs from IEDB/IMGT. Task: Regression. Given a peptide amino acid sequence and an MHC pseudo amino acid sequence, predict their binding affinity value. This is MHC class I binding data. (1) The peptide sequence is MNNVVQALT. The MHC is HLA-A02:01 with pseudo-sequence HLA-A02:01. The binding affinity (normalized) is 0.176. (2) The binding affinity (normalized) is 0.744. The peptide sequence is RRYTRRISL. The MHC is HLA-B08:01 with pseudo-sequence HLA-B08:01. (3) The peptide sequence is NTTYDFLAR. The MHC is HLA-A11:01 with pseudo-sequence HLA-A11:01. The binding affinity (normalized) is 0.443. (4) The MHC is HLA-A02:16 with pseudo-sequence HLA-A02:16. The peptide sequence is TLFDWGFAL. The binding affinity (normalized) is 1.00.